This data is from Merck oncology drug combination screen with 23,052 pairs across 39 cell lines. The task is: Regression. Given two drug SMILES strings and cell line genomic features, predict the synergy score measuring deviation from expected non-interaction effect. Drug 1: Cn1nnc2c(C(N)=O)ncn2c1=O. Drug 2: Cn1c(=O)n(-c2ccc(C(C)(C)C#N)cc2)c2c3cc(-c4cnc5ccccc5c4)ccc3ncc21. Cell line: SKOV3. Synergy scores: synergy=4.80.